Dataset: Full USPTO retrosynthesis dataset with 1.9M reactions from patents (1976-2016). Task: Predict the reactants needed to synthesize the given product. (1) Given the product [CH3:16][C:13]1([CH3:17])[N:12]([CH2:19][C:20]2[CH:29]=[CH:28][C:27]3[C:22](=[CH:23][CH:24]=[CH:25][CH:26]=3)[CH:21]=2)[N:11]([CH:2]2[CH:3]3[CH2:4][CH:5]4[CH2:6][CH:7]([CH2:8][CH:1]2[CH2:10]4)[CH2:9]3)[C:14]1=[O:15], predict the reactants needed to synthesize it. The reactants are: [CH:1]12[CH2:10][CH:5]3[CH2:6][CH:7]([CH2:9][CH:3]([CH2:4]3)[CH:2]1[N:11]1[C:14](=[O:15])[C:13]([CH3:17])([CH3:16])[NH:12]1)[CH2:8]2.Br[CH2:19][C:20]1[CH:29]=[CH:28][C:27]2[C:22](=[CH:23][CH:24]=[CH:25][CH:26]=2)[CH:21]=1. (2) Given the product [NH2:17][C:15]1[C:16]2[C:8]([C:5]3[CH:4]=[CH:3][C:2]([NH:1][C:30]([NH:29][C:20]4[CH:21]=[C:22]([C:25]([F:26])([F:28])[F:27])[CH:23]=[CH:24][C:19]=4[F:18])=[O:31])=[CH:7][CH:6]=3)=[CH:9][S:10][C:11]=2[N:12]=[CH:13][N:14]=1, predict the reactants needed to synthesize it. The reactants are: [NH2:1][C:2]1[CH:7]=[CH:6][C:5]([C:8]2[C:16]3[C:15]([NH2:17])=[N:14][CH:13]=[N:12][C:11]=3[S:10][CH:9]=2)=[CH:4][CH:3]=1.[F:18][C:19]1[CH:24]=[CH:23][C:22]([C:25]([F:28])([F:27])[F:26])=[CH:21][C:20]=1[N:29]=[C:30]=[O:31]. (3) Given the product [NH2:23][CH2:7][C:6]1[CH:9]=[C:2]([Cl:1])[CH:3]=[CH:4][C:5]=1[CH2:10][N:11]1[C:16]2[CH:17]=[CH:18][NH:19][C:15]=2[C:14](=[O:20])[NH:13][C:12]1=[S:21], predict the reactants needed to synthesize it. The reactants are: [Cl:1][C:2]1[CH:3]=[CH:4][C:5]([CH2:10][N:11]2[C:16]3[CH:17]=[CH:18][NH:19][C:15]=3[C:14](=[O:20])[NH:13][C:12]2=[S:21])=[C:6]([CH:9]=1)[CH:7]=O.Cl.[NH2:23]O.[OH-].[Na+]. (4) Given the product [CH2:19]([O:8][C:9]1[CH:10]=[CH:11][C:2]([CH3:1])=[CH:3][C:4]=1[CH:5]([C:13]1[CH:18]=[CH:17][CH:16]=[CH:15][CH:14]=1)[CH2:6][C:7]([O:28][CH3:27])=[O:12])[C:20]1[CH:25]=[CH:24][CH:23]=[CH:22][CH:21]=1, predict the reactants needed to synthesize it. The reactants are: [CH3:1][C:2]1[CH:3]=[C:4]2[C:9](=[CH:10][CH:11]=1)[O:8][C:7](=[O:12])[CH2:6][CH:5]2[C:13]1[CH:18]=[CH:17][CH:16]=[CH:15][CH:14]=1.[CH2:19](Br)[C:20]1[CH:25]=[CH:24][CH:23]=[CH:22][CH:21]=1.[C:27](=O)([O-])[O-:28].[K+].[K+].CC(C)=O. (5) Given the product [CH2:16]([N:13]([CH2:14][CH3:15])[CH2:12][CH2:11][O:10][C:9]1[CH:8]=[CH:7][C:6]([NH:18][C:19]([C:21]2[CH:22]=[CH:23][C:24]([C:27]3[CH:28]=[CH:29][CH:30]=[CH:31][CH:32]=3)=[CH:25][CH:26]=2)=[O:20])=[CH:5][C:4]=1[CH2:1][CH3:2])[CH3:17], predict the reactants needed to synthesize it. The reactants are: [C:1]([C:4]1[CH:5]=[C:6]([NH:18][C:19]([C:21]2[CH:26]=[CH:25][C:24]([C:27]3[CH:32]=[CH:31][CH:30]=[CH:29][CH:28]=3)=[CH:23][CH:22]=2)=[O:20])[CH:7]=[CH:8][C:9]=1[O:10][CH2:11][CH2:12][N:13]([CH2:16][CH3:17])[CH2:14][CH3:15])(=O)[CH3:2].C([SiH](CC)CC)C.FC(F)(F)C(O)=O. (6) Given the product [CH:1]([O:4][C:5]([N:7]1[CH2:12][CH2:11][CH:10]([O:13][N:14]=[C:15]2[CH2:20][CH2:19][N:18]([C:21]3[CH:26]=[C:25]([F:27])[C:24]([NH:28][S:37]([CH3:40])(=[O:39])=[O:38])=[CH:23][C:22]=3[F:29])[CH2:17][CH2:16]2)[CH2:9][CH2:8]1)=[O:6])([CH3:3])[CH3:2], predict the reactants needed to synthesize it. The reactants are: [CH:1]([O:4][C:5]([N:7]1[CH2:12][CH2:11][CH:10]([O:13][N:14]=[C:15]2[CH2:20][CH2:19][N:18]([C:21]3[CH:26]=[C:25]([F:27])[C:24]([NH2:28])=[CH:23][C:22]=3[F:29])[CH2:17][CH2:16]2)[CH2:9][CH2:8]1)=[O:6])([CH3:3])[CH3:2].C(N(CC)CC)C.[S:37](Cl)([CH3:40])(=[O:39])=[O:38]. (7) Given the product [F:1][C:2]1[CH:11]=[C:10]([OH:12])[CH:9]=[C:8]2[C:3]=1[CH:4]=[C:5]([CH:16]=[O:17])[CH2:6][O:7]2, predict the reactants needed to synthesize it. The reactants are: [F:1][C:2]1[CH:11]=[C:10]([O:12]COC)[CH:9]=[C:8]2[C:3]=1[CH:4]=[C:5]([CH:16]=[O:17])[CH2:6][O:7]2.Cl. (8) Given the product [N:1]1([C:5]([C:7]2[CH:8]=[C:9]([Cl:43])[C:10]([O:13][C:14]3[CH:15]=[C:16]([CH:28]=[C:29]([O:31][C@@H:32]([CH3:42])[CH2:33][OH:34])[CH:30]=3)[C:17]([NH:19][C:20]3[CH:24]=[CH:23][N:22]([CH:25]([CH3:27])[CH3:26])[N:21]=3)=[O:18])=[N:11][CH:12]=2)=[O:6])[CH2:2][CH2:3][CH2:4]1, predict the reactants needed to synthesize it. The reactants are: [N:1]1([C:5]([C:7]2[CH:8]=[C:9]([Cl:43])[C:10]([O:13][C:14]3[CH:15]=[C:16]([CH:28]=[C:29]([O:31][C@@H:32]([CH3:42])[CH2:33][O:34][Si](C(C)(C)C)(C)C)[CH:30]=3)[C:17]([NH:19][C:20]3[CH:24]=[CH:23][N:22]([CH:25]([CH3:27])[CH3:26])[N:21]=3)=[O:18])=[N:11][CH:12]=2)=[O:6])[CH2:4][CH2:3][CH2:2]1.Cl.C(=O)(O)[O-].[Na+]. (9) Given the product [CH2:1]([N:4]1[C:12]2[C:7](=[CH:8][CH:9]=[CH:10][C:11]=2[C:13]([F:16])([F:15])[F:14])[C:6]([C:17]2[CH:22]=[CH:21][C:20]([OH:23])=[CH:19][C:18]=2[OH:25])=[N:5]1)[CH:2]=[CH2:3], predict the reactants needed to synthesize it. The reactants are: [CH2:1]([N:4]1[C:12]2[C:7](=[CH:8][CH:9]=[CH:10][C:11]=2[C:13]([F:16])([F:15])[F:14])[C:6]([C:17]2[CH:22]=[CH:21][C:20]([O:23]C)=[CH:19][C:18]=2[O:25]C)=[N:5]1)[CH:2]=[CH2:3].B(Br)(Br)Br.C1CCCCC=1. (10) The reactants are: [CH3:1][NH2:2].[NH:3]1[C:11]2[CH:10]=[CH:9][CH:8]=[C:7]([CH:12]=O)[C:6]=2[CH:5]=[CH:4]1.[BH4-].[Na+]. Given the product [NH:3]1[C:11]2[C:6](=[C:7]([CH2:12][NH:2][CH3:1])[CH:8]=[CH:9][CH:10]=2)[CH:5]=[CH:4]1, predict the reactants needed to synthesize it.